From a dataset of In vitro SARS-CoV-2 activity screen of 1,480 approved drugs from Prestwick library. Binary Classification. Given a drug SMILES string, predict its activity (active/inactive) in a high-throughput screening assay against a specified biological target. (1) The drug is CC(C(=O)O)c1ccc(CC2CCCC2=O)cc1. The result is 0 (inactive). (2) The drug is CN(C)CCOC(C)(c1ccccc1)c1ccccn1.O=C(O)CCC(=O)O. The result is 0 (inactive). (3) The compound is CC(=O)O.O=C(NCC1CCCCN1)c1cc(OCC(F)(F)F)ccc1OCC(F)(F)F. The result is 0 (inactive). (4) The result is 0 (inactive). The molecule is CN1[C@H]2CC[C@@H]1CC(OC(=O)C(CO)c1ccccc1)C2.CN1[C@H]2CC[C@@H]1CC(OC(=O)C(CO)c1ccccc1)C2.O.O=S(=O)(O)O.